Predict the reactants needed to synthesize the given product. From a dataset of Full USPTO retrosynthesis dataset with 1.9M reactions from patents (1976-2016). (1) Given the product [F:5][C:6]1[C:7]([CH3:13])=[CH:8][C:9]([OH:12])=[C:10]([CH:11]=1)[C:16]#[N:17], predict the reactants needed to synthesize it. The reactants are: B(Cl)(Cl)Cl.[F:5][C:6]1[CH:11]=[CH:10][C:9]([OH:12])=[CH:8][C:7]=1[CH3:13].CS[C:16]#[N:17].[Cl-].[Al+3].[Cl-].[Cl-]. (2) Given the product [F:1][C:2]1[CH:3]=[CH:4][C:5]([C:8]2[C:12]([C:13]3[CH:14]=[CH:15][C:16](=[O:26])[N:17]([C:19]4[CH:24]=[CH:23][CH:22]=[CH:21][C:20]=4[CH3:25])[N:18]=3)=[C:11]3[NH:27][CH2:28][C:29]4([CH2:35][N:10]3[N:9]=2)[CH2:34][CH2:33][S:32][CH2:31][CH2:30]4)=[CH:6][CH:7]=1, predict the reactants needed to synthesize it. The reactants are: [F:1][C:2]1[CH:7]=[CH:6][C:5]([C:8]2[C:12]([C:13]3[CH:14]=[CH:15][C:16](=[O:26])[N:17]([C:19]4[CH:24]=[CH:23][CH:22]=[CH:21][C:20]=4[CH3:25])[N:18]=3)=[C:11]([NH:27][CH2:28][C:29]3([CH2:35]O)[CH2:34][CH2:33][S:32][CH2:31][CH2:30]3)[NH:10][N:9]=2)=[CH:4][CH:3]=1.CCN(CC)CC.CS(Cl)(=O)=O. (3) Given the product [F:25][C:22]1[CH:23]=[N:24][C:17]2[N:16]([C:26]3[CH:27]=[C:28]([C:32]4[CH:37]=[CH:36][C:35]([CH2:38][N:46]5[CH2:47][CH2:48][CH2:49][O:43][CH2:44][CH2:45]5)=[CH:34][CH:33]=4)[CH:29]=[CH:30][CH:31]=3)[C:15](=[O:40])[N:14]([C@@H:11]3[CH2:10][CH2:9][C@H:8]([NH:7][C:6](=[O:41])[O:5][C:1]([CH3:4])([CH3:3])[CH3:2])[CH2:13][CH2:12]3)[C:19](=[O:20])[C:18]=2[CH:21]=1, predict the reactants needed to synthesize it. The reactants are: [C:1]([O:5][C:6](=[O:41])[NH:7][C@H:8]1[CH2:13][CH2:12][C@@H:11]([N:14]2[C:19](=[O:20])[C:18]3[CH:21]=[C:22]([F:25])[CH:23]=[N:24][C:17]=3[N:16]([C:26]3[CH:27]=[C:28]([C:32]4[CH:37]=[CH:36][C:35]([CH:38]=O)=[CH:34][CH:33]=4)[CH:29]=[CH:30][CH:31]=3)[C:15]2=[O:40])[CH2:10][CH2:9]1)([CH3:4])([CH3:3])[CH3:2].Cl.[O:43]1[CH2:49][CH2:48][CH2:47][NH:46][CH2:45][CH2:44]1.C(O[BH-](OC(=O)C)OC(=O)C)(=O)C.[Na+]. (4) The reactants are: C(OC([N:6]=[S@@:7]([C:12]1[CH:17]=[CH:16][C:15]([NH:18][C:19]2[N:24]=[C:23]([NH:25][C@H:26]([CH3:29])[CH2:27][OH:28])[C:22]([C:30]3[S:31][CH:32]=[CH:33][CH:34]=3)=[CH:21][N:20]=2)=[CH:14][CH:13]=1)([CH:9]1[CH2:11][CH2:10]1)=[O:8])=O)C.CC[O-].[Na+]. Given the product [OH:28][CH2:27][C@H:26]([NH:25][C:23]1[C:22]([C:30]2[S:31][CH:32]=[CH:33][CH:34]=2)=[CH:21][N:20]=[C:19]([NH:18][C:15]2[CH:16]=[CH:17][C:12]([S@@:7]([CH:9]3[CH2:11][CH2:10]3)(=[NH:6])=[O:8])=[CH:13][CH:14]=2)[N:24]=1)[CH3:29], predict the reactants needed to synthesize it. (5) Given the product [CH3:1][C:2]1([CH3:13])[O:11][C:10]2[CH:9]=[CH:8][N:7]=[CH:6][C:5]=2[CH:4]([N:21]2[CH:22]=[CH:23][N:24]=[C:20]2[C:14]2[CH:19]=[CH:18][CH:17]=[CH:16][CH:15]=2)[CH:3]1[OH:12], predict the reactants needed to synthesize it. The reactants are: [CH3:1][C:2]1([CH3:13])[O:11][C:10]2[C:5](=[CH:6][N:7]=[CH:8][CH:9]=2)[CH:4]2[O:12][CH:3]12.[C:14]1([C:20]2[NH:21][CH:22]=[CH:23][N:24]=2)[CH:19]=[CH:18][CH:17]=[CH:16][CH:15]=1. (6) The reactants are: [CH3:1][C:2]([CH3:18])([CH3:17])[C:3]([NH:5][C:6]1[NH:7][C:8](=O)[C:9]2[NH:14][C:13]([CH3:15])=[CH:12][C:10]=2[N:11]=1)=[O:4].[OH-].[NH4+].P(Cl)(Cl)([Cl:23])=O. Given the product [Cl:23][C:8]1[C:9]2[NH:14][C:13]([CH3:15])=[CH:12][C:10]=2[N:11]=[C:6]([NH:5][C:3](=[O:4])[C:2]([CH3:18])([CH3:17])[CH3:1])[N:7]=1, predict the reactants needed to synthesize it. (7) Given the product [CH3:1][C:2]1([CH3:9])[CH2:7][CH2:6][C:5](=[N:10][OH:11])[CH2:4][CH2:3]1, predict the reactants needed to synthesize it. The reactants are: [CH3:1][C:2]1([CH3:9])[CH2:7][CH2:6][C:5](=O)[CH2:4][CH2:3]1.[NH2:10][OH:11].Cl.C([O-])([O-])=O.[Na+].[Na+]. (8) Given the product [Br:19][C:20]1[CH:29]=[CH:28][C:23]2[N:24]=[C:25]([O:16][CH:13]3[CH2:14][CH2:15][N:10]([C:7]4[N:8]=[CH:9][C:4]([CH2:1][CH2:2][CH3:3])=[CH:5][N:6]=4)[CH2:11][CH2:12]3)[S:26][C:22]=2[CH:21]=1, predict the reactants needed to synthesize it. The reactants are: [CH2:1]([C:4]1[CH:5]=[N:6][C:7]([N:10]2[CH2:15][CH2:14][CH:13]([OH:16])[CH2:12][CH2:11]2)=[N:8][CH:9]=1)[CH2:2][CH3:3].[H-].[Na+].[Br:19][C:20]1[CH:29]=[CH:28][C:23]2[N:24]=[C:25](Cl)[S:26][C:22]=2[CH:21]=1. (9) Given the product [OH:18][CH:16]1[CH2:17][N:14]([C:2]2[N:7]=[C:6]([CH2:8][C:9]([O:11][CH3:12])=[O:10])[CH:5]=[CH:4][CH:3]=2)[CH2:15]1, predict the reactants needed to synthesize it. The reactants are: Br[C:2]1[N:7]=[C:6]([CH2:8][C:9]([O:11][CH3:12])=[O:10])[CH:5]=[CH:4][CH:3]=1.Cl.[NH:14]1[CH2:17][CH:16]([OH:18])[CH2:15]1.N1CCC[C@H]1C(O)=O.C([O-])([O-])=O.[Cs+].[Cs+]. (10) Given the product [Br:9][C:10]1[CH:23]=[CH:22][C:13]([CH2:14][C:15]2[C:20]([O:4][CH3:1])=[CH:19][CH:18]=[CH:17][N:16]=2)=[C:12]([F:24])[CH:11]=1, predict the reactants needed to synthesize it. The reactants are: [C:1](=[O:4])([O-])[O-].[K+].[K+].CI.[Br:9][C:10]1[CH:23]=[CH:22][C:13]([CH2:14][C:15]2[C:20](O)=[CH:19][CH:18]=[CH:17][N:16]=2)=[C:12]([F:24])[CH:11]=1.C(OCC)(=O)C.